Dataset: Reaction yield outcomes from USPTO patents with 853,638 reactions. Task: Predict the reaction yield, written as a fraction of the theoretical maximum amount of product (1.0 means a 100% yield; for example, 0.34 means a 34% yield). (1) The reactants are [OH:1][C:2]12[CH2:11][CH:6]3[CH2:7][CH:8]([CH2:10][C:4]([C:12](O)=[O:13])([CH2:5]3)[CH2:3]1)[CH2:9]2.[S:15]1[CH:19]=[CH:18][CH:17]=[C:16]1[CH2:20][NH2:21].C(N(CC)CC)C.CCN=C=NCCCN(C)C. The catalyst is C(Cl)Cl.CN(C1C=CN=CC=1)C. The product is [S:15]1[CH:19]=[CH:18][CH:17]=[C:16]1[CH2:20][NH:21][C:12]([C:4]12[CH2:5][CH:6]3[CH2:7][CH:8]([CH2:9][C:2]([OH:1])([CH2:11]3)[CH2:3]1)[CH2:10]2)=[O:13]. The yield is 0.560. (2) The reactants are CC1(C)[O:6][C@@H:5]([C:7]([N:9]2[CH2:14][CH2:13][CH2:12][C@@H:11]([NH:15][C:16]3[C:21]([CH3:22])=[CH:20][N:19]=[C:18]([C:23]4[N:27]5[CH:28]=[C:29]([F:32])[CH:30]=[CH:31][C:26]5=[N:25][CH:24]=4)[N:17]=3)[CH2:10]2)=[O:8])[CH2:4][O:3]1.C(O)(=O)C. The catalyst is O. The product is [F:32][C:29]1[CH:30]=[CH:31][C:26]2[N:27]([C:23]([C:18]3[N:17]=[C:16]([NH:15][C@@H:11]4[CH2:12][CH2:13][CH2:14][N:9]([C:7](=[O:8])[C@H:5]([OH:6])[CH2:4][OH:3])[CH2:10]4)[C:21]([CH3:22])=[CH:20][N:19]=3)=[CH:24][N:25]=2)[CH:28]=1. The yield is 0.600. (3) The reactants are Br[C:2]1[C:7](=[O:8])[N:6]([CH2:9][C:10]2[CH:15]=[CH:14][C:13]([C:16]3[C:17]([C:22]#[N:23])=[CH:18][CH:19]=[CH:20][CH:21]=3)=[CH:12][CH:11]=2)[C:5]([CH2:24][CH2:25][CH3:26])=[N:4][C:3]=1[CH2:27][CH3:28].[CH2:29]([C:31]1[CH:32]=[C:33]([OH:37])[CH:34]=[CH:35][CH:36]=1)[CH3:30].[OH-].[K+].CS(C)=O. The catalyst is C(OCC)(=O)C. The product is [CH2:27]([C:3]1[N:4]=[C:5]([CH2:24][CH2:25][CH3:26])[N:6]([CH2:9][C:10]2[CH:15]=[CH:14][C:13]([C:16]3[C:17]([C:22]#[N:23])=[CH:18][CH:19]=[CH:20][CH:21]=3)=[CH:12][CH:11]=2)[C:7](=[O:8])[C:2]=1[O:37][C:33]1[CH:34]=[CH:35][CH:36]=[C:31]([CH2:29][CH3:30])[CH:32]=1)[CH3:28]. The yield is 0.620. (4) The reactants are [Br:1][CH2:2][CH2:3][CH2:4][CH2:5][CH2:6][CH2:7][CH2:8][CH2:9][CH2:10][CH2:11][CH2:12][CH2:13][CH2:14][CH2:15][CH2:16][C:17]([OH:19])=[O:18].CO.[CH3:22]OC(OC)OC. The catalyst is C1(C)C=CC=CC=1. The product is [CH3:22][O:18][C:17](=[O:19])[CH2:16][CH2:15][CH2:14][CH2:13][CH2:12][CH2:11][CH2:10][CH2:9][CH2:8][CH2:7][CH2:6][CH2:5][CH2:4][CH2:3][CH2:2][Br:1]. The yield is 1.00.